This data is from Full USPTO retrosynthesis dataset with 1.9M reactions from patents (1976-2016). The task is: Predict the reactants needed to synthesize the given product. (1) Given the product [C:16]([C:15]1[CH:14]=[N:13][N:11]2[CH:12]=[C:7]([C:1]3[CH:6]=[CH:5][CH:4]=[CH:3][CH:2]=3)[C:8]([C:22]3[CH:23]=[CH:24][C:25]([CH2:28][N:29]4[CH2:30][CH2:31][CH:32]([C:35]5[N:39]=[C:38]([C:40]6[CH:45]=[CH:44][CH:43]=[CH:42][N:41]=6)[NH:37][N:36]=5)[CH2:33][CH2:34]4)=[CH:26][CH:27]=3)=[N:9][C:10]=12)#[CH:17], predict the reactants needed to synthesize it. The reactants are: [C:1]1([C:7]2[C:8]([C:22]3[CH:27]=[CH:26][C:25]([CH2:28][N:29]4[CH2:34][CH2:33][CH:32]([C:35]5[N:39]=[C:38]([C:40]6[CH:45]=[CH:44][CH:43]=[CH:42][N:41]=6)[NH:37][N:36]=5)[CH2:31][CH2:30]4)=[CH:24][CH:23]=3)=[N:9][C:10]3[N:11]([N:13]=[CH:14][C:15]=3[C:16]#[C:17][Si](C)(C)C)[CH:12]=2)[CH:6]=[CH:5][CH:4]=[CH:3][CH:2]=1.C([O-])([O-])=O.[K+].[K+].ClCCl. (2) Given the product [O:13]=[C:9]([CH3:8])[CH2:10][C:11]([NH:6][CH2:5][C:4]([O:3][CH3:2])=[O:7])=[O:12], predict the reactants needed to synthesize it. The reactants are: Cl.[CH3:2][O:3][C:4](=[O:7])[CH2:5][NH2:6].[CH2:8]=[C:9]1[O:13][C:11](=[O:12])[CH2:10]1.C([O-])(O)=O.[Na+]. (3) Given the product [Cl:1][C:2]1[CH:3]=[C:4]2[C:9](=[CH:10][C:11]=1[Cl:12])[N:8]=[C:7]([C:13]([OH:21])=[O:27])[CH:6]=[CH:5]2, predict the reactants needed to synthesize it. The reactants are: [Cl:1][C:2]1[CH:3]=[C:4]2[C:9](=[CH:10][C:11]=1[Cl:12])[N:8]=[C:7](/[CH:13]=C/C1C=CC=CC=1)[CH:6]=[CH:5]2.[O-:21][Mn](=O)(=O)=O.[K+].[OH2:27]. (4) The reactants are: Br[C:2]1[CH:7]=[CH:6][CH:5]=[CH:4][C:3]=1[C:8]([CH3:16])([C:10]1[CH:15]=[CH:14][CH:13]=[CH:12][CH:11]=1)[CH3:9].[N:17]1[C:26]2[C:21](=[CH:22][CH:23]=[C:24]3[CH:30]=[CH:29][CH:28]=[CH:27][C:25]3=2)[CH:20]=[CH:19][C:18]=1[C:31]([C:33]1[CH:42]=[CH:41][C:40]2[C:35](=[C:36]3[CH:46]=[CH:45][CH:44]=[CH:43][C:37]3=[CH:38][CH:39]=2)[N:34]=1)=O. Given the product [N:17]1[C:26]2[C:21](=[CH:22][CH:23]=[C:24]3[CH:30]=[CH:29][CH:28]=[CH:27][C:25]3=2)[CH:20]=[CH:19][C:18]=1[C:31]1([C:33]2[CH:42]=[CH:41][C:40]3[C:35](=[C:36]4[CH:46]=[CH:45][CH:44]=[CH:43][C:37]4=[CH:38][CH:39]=3)[N:34]=2)[C:2]2[CH:7]=[CH:6][CH:5]=[CH:4][C:3]=2[C:8]([CH3:16])([CH3:9])[C:10]2[C:15]1=[CH:14][CH:13]=[CH:12][CH:11]=2, predict the reactants needed to synthesize it. (5) Given the product [Br:1][C:2]1[CH:7]=[CH:6][C:5]([CH2:8][CH2:9][C:10]([CH3:14])([S:15]([CH3:18])(=[O:17])=[O:16])[C:11]([NH:27][O:26][CH:21]2[CH2:22][CH2:23][CH2:24][CH2:25][O:20]2)=[O:13])=[C:4]([F:19])[CH:3]=1, predict the reactants needed to synthesize it. The reactants are: [Br:1][C:2]1[CH:7]=[CH:6][C:5]([CH2:8][CH2:9][C:10]([S:15]([CH3:18])(=[O:17])=[O:16])([CH3:14])[C:11]([OH:13])=O)=[C:4]([F:19])[CH:3]=1.[O:20]1[CH2:25][CH2:24][CH2:23][CH2:22][CH:21]1[O:26][NH2:27].O.ON1C2C=CC=CC=2N=N1.C(N(CC)CC)C.Cl.CN(C)CCCN=C=NCC. (6) Given the product [CH3:17][O:18][C:19](=[O:29])[C@H:20]([CH2:22][C:23]1[CH:28]=[CH:27][CH:26]=[CH:25][CH:24]=1)[NH:21][C:13](=[O:15])[C@H:11]([CH3:12])[NH:10][C:8](=[O:9])[CH2:7][C:1]1[CH:2]=[CH:3][CH:4]=[CH:5][CH:6]=1, predict the reactants needed to synthesize it. The reactants are: [C:1]1([CH2:7][C:8]([NH:10][C@H:11]([C:13]([OH:15])=O)[CH3:12])=[O:9])[CH:6]=[CH:5][CH:4]=[CH:3][CH:2]=1.Cl.[CH3:17][O:18][C:19](=[O:29])[C@H:20]([CH2:22][C:23]1[CH:28]=[CH:27][CH:26]=[CH:25][CH:24]=1)[NH2:21]. (7) Given the product [O:10]1[CH2:11][CH2:12][CH:8]([O:7][C:6]2[CH:5]=[C:4]([NH2:1])[CH:15]=[C:14]([C:16]([F:19])([F:18])[F:17])[CH:13]=2)[CH2:9]1, predict the reactants needed to synthesize it. The reactants are: [N+:1]([C:4]1[CH:5]=[C:6]([CH:13]=[C:14]([C:16]([F:19])([F:18])[F:17])[CH:15]=1)[O:7][CH:8]1[CH2:12][CH2:11][O:10][CH2:9]1)([O-])=O. (8) Given the product [OH:19][C:6]1[CH2:7][C@:8]([CH:9]([CH3:11])[CH3:10])([CH2:12][CH2:13][C:14]2[CH:18]=[CH:17][S:16][CH:15]=2)[O:3][C:4](=[O:21])[CH:5]=1, predict the reactants needed to synthesize it. The reactants are: C([O:3][C:4](=[O:21])[C@@H:5](O)[C:6](=[O:19])[CH2:7][CH:8]([CH2:12][CH2:13][C:14]1[CH:18]=[CH:17][S:16][CH:15]=1)[CH:9]([CH3:11])[CH3:10])C.[OH-].[Na+].